This data is from Reaction yield outcomes from USPTO patents with 853,638 reactions. The task is: Predict the reaction yield, written as a fraction of the theoretical maximum amount of product (1.0 means a 100% yield; for example, 0.34 means a 34% yield). (1) The reactants are [F:1][C:2]1[CH:7]=[CH:6][C:5]([C:8]2[C:12](=[O:13])[O:11][CH2:10][C:9]=2[C:14]2[CH:24]=[CH:23][C:17]3[O:18][CH2:19][C:20](=[O:22])[NH:21][C:16]=3[CH:15]=2)=[CH:4][CH:3]=1.[NH2:25][C:26]1[CH:31]=[CH:30][CH:29]=[CH:28][CH:27]=1.O.C1(C)C=CC(S(O)(=O)=O)=CC=1.O. The catalyst is CN(C=O)C. The product is [F:1][C:2]1[CH:7]=[CH:6][C:5]([C:8]2[C:12](=[O:13])[N:25]([C:26]3[CH:31]=[CH:30][CH:29]=[CH:28][CH:27]=3)[C:10](=[O:11])[C:9]=2[C:14]2[CH:24]=[CH:23][C:17]3[O:18][CH2:19][C:20](=[O:22])[NH:21][C:16]=3[CH:15]=2)=[CH:4][CH:3]=1. The yield is 0.340. (2) The reactants are [O:1]=[C:2]([C:8]1[CH:13]=[CH:12][C:11]([C:14]([F:17])([F:16])[F:15])=[CH:10][CH:9]=1)[C:3]([O:5][CH2:6][CH3:7])=[O:4].[BH4-].[Na+]. The catalyst is CCO. The product is [CH2:6]([O:5][C:3](=[O:4])[CH:2]([OH:1])[C:8]1[CH:9]=[CH:10][C:11]([C:14]([F:15])([F:16])[F:17])=[CH:12][CH:13]=1)[CH3:7]. The yield is 0.870. (3) The reactants are [C:1]1([CH:7]2[CH2:10][CH:9]([NH2:11])[CH2:8]2)[CH:6]=[CH:5][CH:4]=[CH:3][CH:2]=1.CCN(C(C)C)C(C)C.O=C1CCC(=O)N1[O:28][C:29]([NH:31][C:32]1[CH:40]=[CH:39][CH:38]=[C:37]2[C:33]=1[CH:34]=[N:35][N:36]2C(OC)=O)=O.[OH-].[Na+]. The catalyst is O.CO.CN(C=O)C. The product is [NH:36]1[C:37]2[C:33](=[C:32]([NH:31][C:29]([NH:11][CH:9]3[CH2:8][CH:7]([C:1]4[CH:6]=[CH:5][CH:4]=[CH:3][CH:2]=4)[CH2:10]3)=[O:28])[CH:40]=[CH:39][CH:38]=2)[CH:34]=[N:35]1. The yield is 0.706. (4) The reactants are [O:1]1[CH2:5][C@H:4](O)[C@H:3]([OH:7])[CH2:2]1.I([O-])(=O)(=O)=O.[Na+].C(=O)([O-])[O-].[K+].[K+].C(OP([CH2:28][C:29]([O:31][CH2:32][CH3:33])=[O:30])(OCC)=O)C. The catalyst is CCCCCC.C(OCC)(=O)C. The product is [OH:7][CH:3]1[C:28]([C:29]([O:31][CH2:32][CH3:33])=[O:30])=[CH:4][CH2:5][O:1][CH2:2]1. The yield is 0.400. (5) The yield is 0.940. The product is [Br:1][C:2]1[CH:3]=[CH:4][C:5]([Cl:11])=[C:6]([CH:10]=1)[C:7]([NH:21][CH:18]1[CH2:20][CH2:19]1)=[O:9]. The catalyst is C(Cl)Cl.CN(C=O)C. The reactants are [Br:1][C:2]1[CH:3]=[CH:4][C:5]([Cl:11])=[C:6]([CH:10]=1)[C:7]([OH:9])=O.C(Cl)(=O)C(Cl)=O.[CH:18]1([NH2:21])[CH2:20][CH2:19]1.CCN(C(C)C)C(C)C. (6) The reactants are [NH2:1][CH2:2][C:3]1[CH:12]=[CH:11][C:6]([C:7]([O:9][CH3:10])=[O:8])=[CH:5][CH:4]=1.[N+:13]([C:16]1[CH:17]=[C:18]([CH:22]=[CH:23][CH:24]=1)[C:19](Cl)=[O:20])([O-:15])=[O:14]. The catalyst is C(Cl)Cl. The product is [N+:13]([C:16]1[CH:17]=[C:18]([CH:22]=[CH:23][CH:24]=1)[C:19]([NH:1][CH2:2][C:3]1[CH:4]=[CH:5][C:6]([C:7]([O:9][CH3:10])=[O:8])=[CH:11][CH:12]=1)=[O:20])([O-:15])=[O:14]. The yield is 0.520. (7) The reactants are C([Li])CCC.[CH3:6][C:7]1[S:8][CH:9]=[C:10]([C:12]2[CH:17]=[CH:16][CH:15]=[CH:14][CH:13]=2)[N:11]=1.[CH2:18]([Sn:22](Cl)([CH2:27][CH2:28][CH2:29][CH3:30])[CH2:23][CH2:24][CH2:25][CH3:26])[CH2:19][CH2:20][CH3:21]. The catalyst is O1CCCC1. The product is [CH3:6][C:7]1[S:8][C:9]([Sn:22]([CH2:23][CH2:24][CH2:25][CH3:26])([CH2:27][CH2:28][CH2:29][CH3:30])[CH2:18][CH2:19][CH2:20][CH3:21])=[C:10]([C:12]2[CH:13]=[CH:14][CH:15]=[CH:16][CH:17]=2)[N:11]=1. The yield is 0.680. (8) The reactants are [H-].[Na+].[CH2:3]1[CH2:7][O:6][CH2:5][CH2:4]1.[O:8]1[CH2:12][CH2:11][CH:10]([CH:13]=O)[CH2:9]1.CN(C=[O:19])C. The catalyst is O. The product is [O:6]1[CH2:7][CH2:3][CH:4](/[CH:13]=[CH:10]/[C:9]([O:8][CH2:12][CH3:11])=[O:19])[CH2:5]1. The yield is 0.520.